This data is from Reaction yield outcomes from USPTO patents with 853,638 reactions. The task is: Predict the reaction yield, written as a fraction of the theoretical maximum amount of product (1.0 means a 100% yield; for example, 0.34 means a 34% yield). The reactants are [O:1]=[C:2]1[CH2:25][O:24][C:5]2=[CH:6][CH:7]=[C:8]3[C:12]([N:11]([CH2:13][CH:14]([NH:16][C:17](=[O:23])[O:18][C:19]([CH3:22])([CH3:21])[CH3:20])[CH3:15])[N:10]=[CH:9]3)=[C:4]2[NH:3]1.[H-].[Na+].IC.[CH3:30]N(C)C=O. The catalyst is O1CCCC1. The product is [CH3:30][N:3]1[C:4]2[C:5](=[CH:6][CH:7]=[C:8]3[C:12]=2[N:11]([CH2:13][C@@H:14]([NH:16][C:17](=[O:23])[O:18][C:19]([CH3:21])([CH3:20])[CH3:22])[CH3:15])[N:10]=[CH:9]3)[O:24][CH2:25][C:2]1=[O:1]. The yield is 0.570.